This data is from Forward reaction prediction with 1.9M reactions from USPTO patents (1976-2016). The task is: Predict the product of the given reaction. (1) Given the reactants C[Si]([N-][Si](C)(C)C)(C)C.[Na+].[CH2:11]1COCC1.O=[C:17]1[CH2:22][CH2:21][C@H:20]([C:23]([O:25][C:26]([CH3:29])([CH3:28])[CH3:27])=[O:24])[C@@H:19]([C:30]([O:32][CH2:33][C:34]2[CH:39]=[CH:38][CH:37]=[CH:36][CH:35]=2)=[O:31])[CH2:18]1, predict the reaction product. The product is: [CH2:11]=[C:17]1[CH2:22][CH2:21][C@H:20]([C:23]([O:25][C:26]([CH3:29])([CH3:28])[CH3:27])=[O:24])[C@@H:19]([C:30]([O:32][CH2:33][C:34]2[CH:39]=[CH:38][CH:37]=[CH:36][CH:35]=2)=[O:31])[CH2:18]1. (2) The product is: [C:20]([C:17]1[CH:18]=[CH:19][C:14]([S:11]([NH:10][C:7]2[CH:8]=[CH:9][C:4]([C:3]([OH:32])=[O:2])=[CH:5][C:6]=2[C:24]2[N:28]([CH3:29])[C:27]([CH2:30][CH3:31])=[N:26][N:25]=2)(=[O:12])=[O:13])=[CH:15][CH:16]=1)([CH3:23])([CH3:22])[CH3:21]. Given the reactants C[O:2][C:3](=[O:32])[C:4]1[CH:9]=[CH:8][C:7]([NH:10][S:11]([C:14]2[CH:19]=[CH:18][C:17]([C:20]([CH3:23])([CH3:22])[CH3:21])=[CH:16][CH:15]=2)(=[O:13])=[O:12])=[C:6]([C:24]2[N:28]([CH3:29])[C:27]([CH2:30][CH3:31])=[N:26][N:25]=2)[CH:5]=1.[OH-].[Na+], predict the reaction product. (3) The product is: [C:1]([O:5][C:6]([N:8]1[CH2:13][CH2:12][N:11]([C:21](=[O:22])[NH:20][C:14]2[CH:19]=[CH:18][CH:17]=[CH:16][CH:15]=2)[CH2:10][CH2:9]1)=[O:7])([CH3:4])([CH3:2])[CH3:3]. Given the reactants [C:1]([O:5][C:6]([N:8]1[CH2:13][CH2:12][NH:11][CH2:10][CH2:9]1)=[O:7])([CH3:4])([CH3:3])[CH3:2].[C:14]1([N:20]=[C:21]=[O:22])[CH:19]=[CH:18][CH:17]=[CH:16][CH:15]=1, predict the reaction product. (4) Given the reactants [Cl:1][C:2]1[CH:22]=[CH:21][C:5]([C:6]([C:8]2[CH:20]=[CH:19][C:11]([O:12][C:13]([CH3:18])([CH3:17])[C:14]([OH:16])=[O:15])=[CH:10][CH:9]=2)=[O:7])=[CH:4][CH:3]=1.C(=O)(O)[O-].[Na+].[Cl:28][CH2:29]Cl.CCCCCC, predict the reaction product. The product is: [Cl:1][C:2]1[CH:22]=[CH:21][C:5]([C:6]([C:8]2[CH:20]=[CH:19][C:11]([O:12][C:13]([CH3:18])([CH3:17])[C:14]([O:16][CH2:29][Cl:28])=[O:15])=[CH:10][CH:9]=2)=[O:7])=[CH:4][CH:3]=1.